Dataset: Full USPTO retrosynthesis dataset with 1.9M reactions from patents (1976-2016). Task: Predict the reactants needed to synthesize the given product. (1) Given the product [CH3:13][O:12][C:10](=[O:11])[C@@H:9]([CH2:14][C:15]([CH3:18])([CH3:17])[CH3:16])[NH:8][C:6]([O:5][C:1]([CH3:2])([CH3:3])[CH3:4])=[O:7], predict the reactants needed to synthesize it. The reactants are: [C:1]([O:5][C:6]([NH:8]/[C:9](=[CH:14]\[C:15]([CH3:18])([CH3:17])[CH3:16])/[C:10]([O:12][CH3:13])=[O:11])=[O:7])([CH3:4])([CH3:3])[CH3:2].O1CCOCC1.[H][H]. (2) Given the product [C:32]([O:31][C:30]([NH:29][CH2:28][CH2:27][NH:1][C@H:2]1[CH2:7][CH2:6][C@H:5]([CH2:8][C:9]([NH:11][C@H:12]2[CH2:17][C:16]3[CH:18]=[CH:19][CH:20]=[C:21]([C:22]([OH:24])=[O:23])[C:15]=3[O:14][B:13]2[OH:25])=[O:10])[CH2:4][CH2:3]1)=[O:36])([CH3:35])([CH3:34])[CH3:33], predict the reactants needed to synthesize it. The reactants are: [NH2:1][C@H:2]1[CH2:7][CH2:6][C@H:5]([CH2:8][C:9]([NH:11][C@H:12]2[CH2:17][C:16]3[CH:18]=[CH:19][CH:20]=[C:21]([C:22]([OH:24])=[O:23])[C:15]=3[O:14][B:13]2[OH:25])=[O:10])[CH2:4][CH2:3]1.O=[CH:27][CH2:28][NH:29][C:30](=[O:36])[O:31][C:32]([CH3:35])([CH3:34])[CH3:33]. (3) Given the product [CH3:1][O:2][C:3]1[CH:8]=[CH:7][C:6]([N+:20]([O-:22])=[O:21])=[CH:5][C:4]=1[N:9]1[CH2:14][CH2:13][NH:12][CH2:11][CH2:10]1, predict the reactants needed to synthesize it. The reactants are: [CH3:1][O:2][C:3]1[CH:8]=[CH:7][CH:6]=[CH:5][C:4]=1[N:9]1[CH2:14][CH2:13][NH:12][CH2:11][CH2:10]1.OS(O)(=O)=O.[N+:20]([O-])([O-:22])=[O:21].[K+]. (4) Given the product [Br:1][C:2]1[CH:16]=[C:6]([NH:7][CH2:8][C:9]2[CH:14]=[CH:13][CH:12]=[C:11]([F:15])[CH:10]=2)[C:5]([NH2:17])=[CH:4][CH:3]=1, predict the reactants needed to synthesize it. The reactants are: [Br:1][C:2]1[CH:3]=[CH:4][C:5]([N+:17]([O-])=O)=[C:6]([CH:16]=1)[NH:7][CH2:8][C:9]1[CH:14]=[CH:13][CH:12]=[C:11]([F:15])[CH:10]=1.O.NN. (5) Given the product [C:45]([O:49][C:50]([NH:52][CH2:53][C:54]#[C:55][C:26]1[CH:27]=[C:28]2[C:33]3=[C:34]([CH2:36][CH2:37][CH2:38][N:32]3[CH:31]=[C:30]([C:39]([O:41][CH2:42][CH3:43])=[O:40])[C:29]2=[O:44])[CH:35]=1)=[O:51])([CH3:48])([CH3:47])[CH3:46], predict the reactants needed to synthesize it. The reactants are: C1(P(C2C=CC=CC=2)C2C=CC=CC=2)C=CC=CC=1.C([Li])CCC.Br[C:26]1[CH:27]=[C:28]2[C:33]3=[C:34]([CH2:36][CH2:37][CH2:38][N:32]3[CH:31]=[C:30]([C:39]([O:41][CH2:42][CH3:43])=[O:40])[C:29]2=[O:44])[CH:35]=1.[C:45]([O:49][C:50]([NH:52][CH2:53][C:54]#[CH:55])=[O:51])([CH3:48])([CH3:47])[CH3:46]. (6) Given the product [CH3:21][S:18]([C:13]1[CH:14]=[CH:15][CH:16]=[CH:17][C:12]=1[CH2:11][NH:10][C:6]1[C:5]2[N:4]([N:3]=[C:2]([NH:37][C:34]3[CH:35]=[CH:36][C:31]([O:30][CH2:29][CH2:28][N:23]4[CH2:27][CH2:26][CH2:25][CH2:24]4)=[CH:32][CH:33]=3)[N:22]=2)[CH:9]=[CH:8][CH:7]=1)(=[O:20])=[O:19], predict the reactants needed to synthesize it. The reactants are: Cl[C:2]1[N:22]=[C:5]2[C:6]([NH:10][CH2:11][C:12]3[CH:17]=[CH:16][CH:15]=[CH:14][C:13]=3[S:18]([CH3:21])(=[O:20])=[O:19])=[CH:7][CH:8]=[CH:9][N:4]2[N:3]=1.[N:23]1([CH2:28][CH2:29][O:30][C:31]2[CH:36]=[CH:35][C:34]([NH2:37])=[CH:33][CH:32]=2)[CH2:27][CH2:26][CH2:25][CH2:24]1.C1(P(C2CCCCC2)C2C=CC=CC=2C2C=CC=CC=2P(C2CCCCC2)C2CCCCC2)CCCCC1.